From a dataset of Full USPTO retrosynthesis dataset with 1.9M reactions from patents (1976-2016). Predict the reactants needed to synthesize the given product. (1) Given the product [Br:23][C@@H:4]1[CH2:5][C@@H:6]2[C@@H:1]([C:7]2([CH3:9])[CH3:8])[CH2:2][C@@:3]1([CH3:10])[OH:24], predict the reactants needed to synthesize it. The reactants are: [CH:1]12[C:7]([CH3:9])([CH3:8])[CH:6]1[CH2:5][CH:4]=[C:3]([CH3:10])[CH2:2]2.C([O-])([O-])=O.[Ca+2].C1C(=O)N([Br:23])C(=O)C1.[OH2:24]. (2) The reactants are: [CH2:1]([NH:4][C:5]1[S:6][C:7]2[CH:13]=[C:12]([O:14][C:15]([F:18])([F:17])[F:16])[CH:11]=[CH:10][C:8]=2[N:9]=1)[C:2]#[CH:3].Br[CH2:20][C:21]([C:23]1[CH:28]=[CH:27][C:26]([CH3:29])=[CH:25][CH:24]=1)=[O:22]. Given the product [CH2:1]([N:4]([C:5]1[S:6][C:7]2[CH:13]=[C:12]([O:14][C:15]([F:18])([F:17])[F:16])[CH:11]=[CH:10][C:8]=2[N:9]=1)[CH2:20][C:21]([C:23]1[CH:28]=[CH:27][C:26]([CH3:29])=[CH:25][CH:24]=1)=[O:22])[C:2]#[CH:3], predict the reactants needed to synthesize it. (3) Given the product [CH3:26][NH:27][C:4]([C:6]1[N:7]=[N:8][C:9]([O:12][CH2:13][C:14]2[C:15]([C:20]3[CH:21]=[CH:22][N:23]=[CH:24][CH:25]=3)=[N:16][O:17][C:18]=2[CH3:19])=[CH:10][CH:11]=1)=[O:5], predict the reactants needed to synthesize it. The reactants are: C(O[C:4]([C:6]1[N:7]=[N:8][C:9]([O:12][CH2:13][C:14]2[C:15]([C:20]3[CH:25]=[CH:24][N:23]=[CH:22][CH:21]=3)=[N:16][O:17][C:18]=2[CH3:19])=[CH:10][CH:11]=1)=[O:5])C.[CH3:26][NH2:27]. (4) Given the product [Br:5][C:6]1[CH:7]=[CH:8][C:9]([C:12]([C:14]2[CH:15]=[CH:16][CH:17]=[CH:18][CH:19]=2)([OH:13])[CH2:1][CH3:2])=[CH:10][CH:11]=1, predict the reactants needed to synthesize it. The reactants are: [CH2:1]([Mg]Cl)[CH3:2].[Br:5][C:6]1[CH:11]=[CH:10][C:9]([C:12]([C:14]2[CH:19]=[CH:18][CH:17]=[CH:16][CH:15]=2)=[O:13])=[CH:8][CH:7]=1. (5) Given the product [CH3:53][O:52][C:49]1[CH:50]=[CH:51][C:46]([N:17]2[C:25]3[C:20](=[CH:21][C:22]([CH2:26][N:27]4[CH2:32][CH2:31][CH:30]([C:33]5[CH:34]=[C:35]([NH:39][C:40](=[O:44])[CH:41]([CH3:42])[CH3:43])[CH:36]=[CH:37][CH:38]=5)[CH2:29][CH2:28]4)=[CH:23][CH:24]=3)[CH:19]=[CH:18]2)=[CH:47][CH:48]=1, predict the reactants needed to synthesize it. The reactants are: CC1C=CC(N2C3C(=CC=CC=3)C=C2)=CC=1.[NH:17]1[C:25]2[C:20](=[CH:21][C:22]([CH2:26][N:27]3[CH2:32][CH2:31][CH:30]([C:33]4[CH:34]=[C:35]([NH:39][C:40](=[O:44])[CH:41]([CH3:43])[CH3:42])[CH:36]=[CH:37][CH:38]=4)[CH2:29][CH2:28]3)=[CH:23][CH:24]=2)[CH:19]=[CH:18]1.I[C:46]1[CH:51]=[CH:50][C:49]([O:52][CH3:53])=[CH:48][CH:47]=1.